From a dataset of Catalyst prediction with 721,799 reactions and 888 catalyst types from USPTO. Predict which catalyst facilitates the given reaction. (1) Reactant: [Cl:1][C:2]1[CH:23]=[CH:22][C:21]([Cl:24])=[CH:20][C:3]=1[CH2:4][N:5]1[C:9]([C:10](O)=[O:11])=[C:8]([CH3:13])[N:7]=[C:6]1[C:14]1[CH:15]=[N:16][CH:17]=[CH:18][CH:19]=1.[CH3:25][S:26]([NH2:29])(=[O:28])=[O:27].Cl.C(N=C=NCCCN(C)C)C. Product: [Cl:1][C:2]1[CH:23]=[CH:22][C:21]([Cl:24])=[CH:20][C:3]=1[CH2:4][N:5]1[C:9]([C:10]([NH:29][S:26]([CH3:25])(=[O:28])=[O:27])=[O:11])=[C:8]([CH3:13])[N:7]=[C:6]1[C:14]1[CH:15]=[N:16][CH:17]=[CH:18][CH:19]=1. The catalyst class is: 154. (2) Reactant: [Cl:1][C:2]1[CH:3]=[C:4]([C:9]([C:22]([F:25])([F:24])[F:23])=[CH:10][C:11]([C:13]2[CH:21]=[CH:20][C:16]([C:17]([NH2:19])=[O:18])=[CH:15][CH:14]=2)=[O:12])[CH:5]=[C:6]([Cl:8])[CH:7]=1.[O:26]1[CH:30]=[CH:29][CH2:28][CH2:27]1.O.C1(C)C=CC(S(O)(=O)=O)=CC=1. Product: [Cl:1][C:2]1[CH:3]=[C:4]([C:9]([C:22]([F:25])([F:23])[F:24])=[CH:10][C:11]([C:13]2[CH:21]=[CH:20][C:16]([C:17]([NH:19][CH:27]3[CH2:28][CH2:29][CH2:30][O:26]3)=[O:18])=[CH:15][CH:14]=2)=[O:12])[CH:5]=[C:6]([Cl:8])[CH:7]=1. The catalyst class is: 4.